From a dataset of Reaction yield outcomes from USPTO patents with 853,638 reactions. Predict the reaction yield, written as a fraction of the theoretical maximum amount of product (1.0 means a 100% yield; for example, 0.34 means a 34% yield). The reactants are [CH3:1][C@:2]12[C@@:19]3([CH3:20])[C@@H:10]([C@:11]4([CH3:32])[C@@H:16]([CH2:17][CH2:18]3)[C:15]([CH3:22])([CH3:21])[C:14]([C:23]3[CH:31]=[CH:30][C:26]([C:27]([OH:29])=[O:28])=[CH:25][CH:24]=3)=[CH:13][CH2:12]4)[CH2:9][CH2:8][C@@H:7]1[C@H:6]1[C@H:33]([C:36]([CH3:38])=[CH2:37])[CH2:34][CH2:35][C@:5]1([NH:39][CH2:40][CH2:41][NH:42]C1N=NC=CC=1)[CH2:4][CH2:3]2.Br[C:50]1[CH:55]=[CH:54][C:53]([S:56]([CH3:59])(=[O:58])=[O:57])=[CH:52][N:51]=1.C(O)(C(F)(F)F)=O. No catalyst specified. The product is [CH3:1][C@:2]12[C@@:19]3([CH3:20])[C@@H:10]([C@:11]4([CH3:32])[C@@H:16]([CH2:17][CH2:18]3)[C:15]([CH3:21])([CH3:22])[C:14]([C:23]3[CH:31]=[CH:30][C:26]([C:27]([OH:29])=[O:28])=[CH:25][CH:24]=3)=[CH:13][CH2:12]4)[CH2:9][CH2:8][C@@H:7]1[C@H:6]1[C@H:33]([C:36]([CH3:38])=[CH2:37])[CH2:34][CH2:35][C@:5]1([NH:39][CH2:40][CH2:41][NH:42][C:50]1[CH:55]=[CH:54][C:53]([S:56]([CH3:59])(=[O:58])=[O:57])=[CH:52][N:51]=1)[CH2:4][CH2:3]2. The yield is 0.119.